From a dataset of Catalyst prediction with 721,799 reactions and 888 catalyst types from USPTO. Predict which catalyst facilitates the given reaction. (1) Product: [CH3:1][O:2][C:3]1[C:8]2[N:9]=[C:10]([NH:12][C:13]([C:15]3[S:16][C:17]([CH3:20])=[CH:18][CH:19]=3)=[O:14])[S:11][C:7]=2[C:6]([N:21]2[CH2:22][CH2:23][N:24]([CH3:27])[CH2:25][CH2:26]2)=[CH:5][CH:4]=1. The catalyst class is: 5. Reactant: [CH3:1][O:2][C:3]1[C:8]2[N:9]=[C:10]([NH:12][C:13]([C:15]3[S:16][C:17]([CH3:20])=[CH:18][CH:19]=3)=[O:14])[S:11][C:7]=2[C:6]([N:21]2[CH2:26][CH2:25][NH:24][CH2:23][CH2:22]2)=[CH:5][CH:4]=1.[CH:27](O)=O.C=O. (2) Reactant: [OH:1][CH2:2][CH2:3][O:4][C:5]1[C:10]([O:11][CH3:12])=[CH:9][C:8]([I:13])=[CH:7][C:6]=1[O:14][CH3:15].N1C=CN=C1.[C:21]([Si:25](Cl)([CH3:27])[CH3:26])([CH3:24])([CH3:23])[CH3:22].O. Product: [O:1]([CH2:2][CH2:3][O:4][C:5]1[C:6]([O:14][CH3:15])=[CH:7][C:8]([I:13])=[CH:9][C:10]=1[O:11][CH3:12])[Si:25]([C:21]([CH3:24])([CH3:23])[CH3:22])([CH3:27])[CH3:26]. The catalyst class is: 9.